Dataset: Catalyst prediction with 721,799 reactions and 888 catalyst types from USPTO. Task: Predict which catalyst facilitates the given reaction. Reactant: [Cl:1][C:2]1[N:7]=[C:6](Cl)[CH:5]=[CH:4][N:3]=1.[CH3:9][O:10][C:11]1[CH:12]=[CH:13][C:14]([CH3:18])=[C:15]([CH:17]=1)[NH2:16].C(N(CC)CC)C. Product: [Cl:1][C:2]1[N:7]=[C:6]([NH:16][C:15]2[CH:17]=[C:11]([O:10][CH3:9])[CH:12]=[CH:13][C:14]=2[CH3:18])[CH:5]=[CH:4][N:3]=1. The catalyst class is: 8.